Task: Predict the reactants needed to synthesize the given product.. Dataset: Full USPTO retrosynthesis dataset with 1.9M reactions from patents (1976-2016) (1) The reactants are: [Br:1][C:2]1[CH:7]=[CH:6][C:5](Br)=[CH:4][N:3]=1.[Li]CCCC.[C:14](OCC)(=[O:20])[C:15]([O:17][CH2:18][CH3:19])=[O:16]. Given the product [Br:1][C:2]1[N:3]=[CH:4][C:5]([C:14](=[O:20])[C:15]([O:17][CH2:18][CH3:19])=[O:16])=[CH:6][CH:7]=1, predict the reactants needed to synthesize it. (2) Given the product [F:1][CH2:2][C:3]1[CH:8]=[C:7]2[CH:9]=[N:13][NH:10][C:6]2=[CH:5][N:4]=1, predict the reactants needed to synthesize it. The reactants are: [F:1][CH2:2][C:3]1[CH:8]=[C:7]([CH3:9])[C:6]([N+:10]([O-])=O)=[CH:5][N:4]=1.[N:13]([O-])=O.[Na+]. (3) Given the product [Cl:28][CH:11]([C:12]1[CH:13]=[CH:14][CH:15]=[C:16]2[C:21]=1[N:20]=[CH:19][CH:18]=[CH:17]2)[C:8]1[CH:9]=[CH:10][C:5]([C:4]([N:3]([CH2:24][CH3:25])[CH2:1][CH3:2])=[O:23])=[CH:6][CH:7]=1, predict the reactants needed to synthesize it. The reactants are: [CH2:1]([N:3]([CH2:24][CH3:25])[C:4](=[O:23])[C:5]1[CH:10]=[CH:9][C:8]([CH:11](O)[C:12]2[CH:13]=[CH:14][CH:15]=[C:16]3[C:21]=2[N:20]=[CH:19][CH:18]=[CH:17]3)=[CH:7][CH:6]=1)[CH3:2].O=S(Cl)[Cl:28]. (4) Given the product [NH2:1][C:2]1[N:10]=[CH:9][N:8]=[C:7]2[C:3]=1[N:4]=[CH:5][N:6]2[C@H:11]1[C@@H:15]2[O:16][C:17]([CH3:19])([CH3:20])[O:18][C@@H:14]2[C@@H:13]([CH2:21][N:22]([CH3:27])[CH2:23][CH2:24][CH2:25][NH:26][C:37]([NH:36][C:32]2[CH:33]=[CH:34][CH:35]=[C:30]([CH2:28][CH3:29])[CH:31]=2)=[O:38])[O:12]1, predict the reactants needed to synthesize it. The reactants are: [NH2:1][C:2]1[N:10]=[CH:9][N:8]=[C:7]2[C:3]=1[N:4]=[CH:5][N:6]2[C@H:11]1[C@@H:15]2[O:16][C:17]([CH3:20])([CH3:19])[O:18][C@@H:14]2[C@@H:13]([CH2:21][N:22]([CH3:27])[CH2:23][CH2:24][CH2:25][NH2:26])[O:12]1.[CH2:28]([C:30]1[CH:35]=[CH:34][CH:33]=[C:32]([N:36]=[C:37]=[O:38])[CH:31]=1)[CH3:29].